The task is: Predict the reaction yield, written as a fraction of the theoretical maximum amount of product (1.0 means a 100% yield; for example, 0.34 means a 34% yield).. This data is from Reaction yield outcomes from USPTO patents with 853,638 reactions. The reactants are [NH2:1][C:2]1[CH:7]=[CH:6][C:5]([C:8]2([C:13]3[CH:18]=[CH:17][C:16]([Cl:19])=[CH:15][CH:14]=3)[O:12][CH2:11][CH2:10][O:9]2)=[CH:4][C:3]=1[C:20]([C:22]1[CH:27]=[CH:26][CH:25]=[C:24]([Cl:28])[CH:23]=1)=[O:21].[BH4-].[Na+]. The catalyst is CO.C1COCC1. The product is [NH2:1][C:2]1[CH:7]=[CH:6][C:5]([C:8]2([C:13]3[CH:14]=[CH:15][C:16]([Cl:19])=[CH:17][CH:18]=3)[O:12][CH2:11][CH2:10][O:9]2)=[CH:4][C:3]=1[CH:20]([C:22]1[CH:27]=[CH:26][CH:25]=[C:24]([Cl:28])[CH:23]=1)[OH:21]. The yield is 1.00.